This data is from Full USPTO retrosynthesis dataset with 1.9M reactions from patents (1976-2016). The task is: Predict the reactants needed to synthesize the given product. (1) Given the product [F:1][C:2]([F:10])([F:11])[C:3]1[CH:8]=[CH:7][CH:6]=[CH:5][C:4]=1[O:9][CH2:13][C:14]([O:16][CH3:17])=[O:15], predict the reactants needed to synthesize it. The reactants are: [F:1][C:2]([F:11])([F:10])[C:3]1[CH:8]=[CH:7][CH:6]=[CH:5][C:4]=1[OH:9].Br[CH2:13][C:14]([O:16][CH3:17])=[O:15].C(=O)([O-])[O-].[Cs+].[Cs+]. (2) Given the product [CH2:47]([O:36][C:35]1[CH:34]=[CH:33][CH:32]=[C:31]([Cl:37])[C:30]=1[CH:28]1[O:27][N:26]=[C:25]([C:23]2[N:24]=[C:20]([CH:17]3[CH2:18][CH2:19][N:14]([C:12](=[O:13])[CH2:11][N:5]4[C:6]([CH:8]([F:10])[F:9])=[CH:7][C:3]([CH:2]([F:1])[F:38])=[N:4]4)[CH2:15][CH2:16]3)[S:21][CH:22]=2)[CH2:29]1)[CH:46]=[CH2:45], predict the reactants needed to synthesize it. The reactants are: [F:1][CH:2]([F:38])[C:3]1[CH:7]=[C:6]([CH:8]([F:10])[F:9])[N:5]([CH2:11][C:12]([N:14]2[CH2:19][CH2:18][CH:17]([C:20]3[S:21][CH:22]=[C:23]([C:25]4[CH2:29][CH:28]([C:30]5[C:35]([OH:36])=[CH:34][CH:33]=[CH:32][C:31]=5[Cl:37])[O:27][N:26]=4)[N:24]=3)[CH2:16][CH2:15]2)=[O:13])[N:4]=1.C(=O)([O-])[O-].[K+].[K+].[CH2:45](Br)[CH:46]=[CH2:47].O. (3) The reactants are: [Cl:1][C:2]1[CH:3]=[CH:4][C:5]([OH:12])=[C:6]([CH:11]=1)[C:7]([O:9][CH3:10])=[O:8].CC1C=CC(S(O[CH2:24][CH2:25][Cl:26])(=O)=O)=CC=1.C([O-])([O-])=O.[Cs+].[Cs+].O. Given the product [Cl:1][C:2]1[CH:3]=[CH:4][C:5]([O:12][CH2:24][CH2:25][Cl:26])=[C:6]([CH:11]=1)[C:7]([O:9][CH3:10])=[O:8], predict the reactants needed to synthesize it. (4) The reactants are: Br[C:2]1[CH:24]=[CH:23][C:5]([O:6][CH2:7][CH:8]2[CH2:13][CH2:12][N:11]([CH2:14][C:15]3([C:19]([F:22])([F:21])[F:20])[CH2:18][CH2:17][CH2:16]3)[CH2:10][CH2:9]2)=[C:4]([F:25])[CH:3]=1.[CH2:26]([O:28][C:29]([C:31]1[CH:36]=[CH:35][C:34](B(O)O)=[CH:33][C:32]=1[F:40])=[O:30])[CH3:27].C([O-])([O-])=O.[Cs+].[Cs+].COCCOC. Given the product [F:40][C:32]1[CH:33]=[C:34]([C:2]2[CH:24]=[CH:23][C:5]([O:6][CH2:7][CH:8]3[CH2:9][CH2:10][N:11]([CH2:14][C:15]4([C:19]([F:20])([F:22])[F:21])[CH2:18][CH2:17][CH2:16]4)[CH2:12][CH2:13]3)=[C:4]([F:25])[CH:3]=2)[CH:35]=[CH:36][C:31]=1[C:29]([O:28][CH2:26][CH3:27])=[O:30], predict the reactants needed to synthesize it. (5) Given the product [Cl:1][C:2]1[N:3]=[CH:4][C:5]([C:6]([NH:25][C:24]2[CH:26]=[CH:27][C:21]([Cl:20])=[CH:22][CH:23]=2)=[O:7])=[CH:9][CH:10]=1, predict the reactants needed to synthesize it. The reactants are: [Cl:1][C:2]1[CH:10]=[CH:9][C:5]([C:6](Cl)=[O:7])=[CH:4][N:3]=1.C(N(C(C)C)CC)(C)C.[Cl:20][C:21]1[CH:27]=[CH:26][C:24]([NH2:25])=[CH:23][CH:22]=1.